Task: Predict the product of the given reaction.. Dataset: Forward reaction prediction with 1.9M reactions from USPTO patents (1976-2016) (1) The product is: [Cl:1][C:2]1[CH:3]=[C:4]2[C:10]([C:11]3[CH:12]=[C:13]([NH:17][CH:18]([CH:27]([CH3:29])[CH3:28])[C:19]([NH:21][CH2:22][C:23]([F:24])([F:25])[F:26])=[O:20])[CH:14]=[N:15][CH:16]=3)=[CH:9][NH:8][C:5]2=[N:6][CH:7]=1. Given the reactants [Cl:1][C:2]1[CH:3]=[C:4]2[C:10]([C:11]3[CH:12]=[C:13]([NH:17][CH:18]([CH:27]([CH3:29])[CH3:28])[C:19]([NH:21][CH2:22][C:23]([F:26])([F:25])[F:24])=[O:20])[CH:14]=[N:15][CH:16]=3)=[CH:9][N:8](S(C3C=CC(C)=CC=3)(=O)=O)[C:5]2=[N:6][CH:7]=1.C(N)CN.[OH-].[Na+], predict the reaction product. (2) Given the reactants [N:1]1([C:10]2[CH:15]=[CH:14][C:13]([OH:16])=[CH:12][CH:11]=2)[C:5]2[CH:6]=[CH:7][CH:8]=[CH:9][C:4]=2[N:3]=[CH:2]1.C(P(CCCC)CCCC)CCC.N(C(N1CCCCC1)=O)=NC(N1CCCCC1)=O.O[CH2:49][CH2:50][O:51][C:52]1[CH:64]=[CH:63][C:55]([C:56]([O:58][C:59]([CH3:62])([CH3:61])[CH3:60])=[O:57])=[CH:54][CH:53]=1, predict the reaction product. The product is: [N:1]1([C:10]2[CH:15]=[CH:14][C:13]([O:16][CH2:49][CH2:50][O:51][C:52]3[CH:64]=[CH:63][C:55]([C:56]([O:58][C:59]([CH3:61])([CH3:60])[CH3:62])=[O:57])=[CH:54][CH:53]=3)=[CH:12][CH:11]=2)[C:5]2[CH:6]=[CH:7][CH:8]=[CH:9][C:4]=2[N:3]=[CH:2]1. (3) Given the reactants [CH2:1]1[C:9]2[C:4](=[CH:5][CH:6]=[CH:7][CH:8]=2)[CH2:3][NH:2]1.[Cl:10][C:11]1[CH:19]=[C:15]([C:16](O)=[O:17])[C:14]([OH:20])=[CH:13][CH:12]=1.C(N(C(C)C)CC)(C)C.C([O-])(O)=O.[Na+], predict the reaction product. The product is: [Cl:10][C:11]1[CH:12]=[CH:13][C:14]([OH:20])=[C:15]([C:16]([N:2]2[CH2:3][C:4]3[C:9](=[CH:8][CH:7]=[CH:6][CH:5]=3)[CH2:1]2)=[O:17])[CH:19]=1. (4) Given the reactants Br[C:2]1[CH:12]=[N:11][C:5]2[NH:6][CH2:7][CH2:8][O:9][CH2:10][C:4]=2[CH:3]=1.[C:13]([O:17][C:18]([CH3:21])([CH3:20])[CH3:19])(=[O:16])[CH:14]=[CH2:15].C(N(C(C)C)C(C)C)C.CC1C=CC=CC=1P(C1C=CC=CC=1C)C1C=CC=CC=1C, predict the reaction product. The product is: [C:18]([O:17][C:13](=[O:16])/[CH:14]=[CH:15]/[C:2]1[CH:12]=[N:11][C:5]2[NH:6][CH2:7][CH2:8][O:9][CH2:10][C:4]=2[CH:3]=1)([CH3:21])([CH3:20])[CH3:19]. (5) Given the reactants [OH:1][CH2:2][C:3]1[CH:8]=[CH:7][C:6]([C:9]2[N:14]=[N:13][C:12]([N:15]3[CH2:20][CH2:19][N:18]([C:21]([N:23]4[CH2:28][CH2:27][CH2:26][CH2:25][CH2:24]4)=[O:22])[C@@H:17]([CH3:29])[CH2:16]3)=[C:11]3[CH:30]=[N:31][CH:32]=[CH:33][C:10]=23)=[CH:5][CH:4]=1.ClC(Cl)(Cl)[C:36]([N:38]=C=O)=[O:37], predict the reaction product. The product is: [C:36](=[O:37])([O:1][CH2:2][C:3]1[CH:8]=[CH:7][C:6]([C:9]2[N:14]=[N:13][C:12]([N:15]3[CH2:20][CH2:19][N:18]([C:21]([N:23]4[CH2:24][CH2:25][CH2:26][CH2:27][CH2:28]4)=[O:22])[C@@H:17]([CH3:29])[CH2:16]3)=[C:11]3[CH:30]=[N:31][CH:32]=[CH:33][C:10]=23)=[CH:5][CH:4]=1)[NH2:38]. (6) Given the reactants [Br:1][C:2]1[CH:21]=[C:20]([F:22])[C:5]([NH:6][C:7]2[C:16]3[C:11](=[CH:12][C:13]([OH:19])=[C:14]([O:17][CH3:18])[CH:15]=3)[N:10]=[CH:9][N:8]=2)=[C:4]([F:23])[CH:3]=1.[C:24]([O:28][C:29]([N:31]1[CH2:36][CH2:35][CH:34]([CH2:37]O)[CH2:33][CH2:32]1)=[O:30])([CH3:27])([CH3:26])[CH3:25], predict the reaction product. The product is: [Br:1][C:2]1[CH:3]=[C:4]([F:23])[C:5]([NH:6][C:7]2[C:16]3[C:11](=[CH:12][C:13]([O:19][CH2:37][CH:34]4[CH2:35][CH2:36][N:31]([C:29]([O:28][C:24]([CH3:25])([CH3:27])[CH3:26])=[O:30])[CH2:32][CH2:33]4)=[C:14]([O:17][CH3:18])[CH:15]=3)[N:10]=[CH:9][N:8]=2)=[C:20]([F:22])[CH:21]=1. (7) Given the reactants [NH2:1][NH2:2].[C:3]([NH:7][C:8]([C:10]1[S:14][C:13]2[CH2:15][C:16]([CH3:19])([CH3:18])[CH2:17][C:12]=2[C:11]=1[CH:20]=O)=[O:9])([CH3:6])([CH3:5])[CH3:4], predict the reaction product. The product is: [C:3]([NH:7][C:8]([C:10]1[S:14][C:13]2[CH2:15][C:16]([CH3:19])([CH3:18])[CH2:17][C:12]=2[C:11]=1[CH:20]=[N:1][NH2:2])=[O:9])([CH3:6])([CH3:5])[CH3:4].